From a dataset of Full USPTO retrosynthesis dataset with 1.9M reactions from patents (1976-2016). Predict the reactants needed to synthesize the given product. (1) Given the product [ClH:1].[Cl:1][C:10]1[CH:11]=[CH:12][C:13]2[C:14]3[CH2:2][NH:3][CH2:4][CH2:5][C:6]=3[N:7]([CH2:15][C:16]([O:18][CH2:19][CH3:20])=[O:17])[C:8]=2[CH:9]=1, predict the reactants needed to synthesize it. The reactants are: [ClH:1].[CH2:2]1[C:14]2[C:13]3[CH:12]=[CH:11][CH:10]=[CH:9][C:8]=3[N:7]([CH2:15][C:16]([O:18][CH2:19][CH3:20])=[O:17])[C:6]=2[CH2:5][CH2:4][NH:3]1.C1(NN)C=CC=CC=1. (2) Given the product [Cl:1][C:2]1[CH:28]=[CH:27][CH:26]=[C:25]([Cl:29])[C:3]=1[C:4]([NH:6][C:7]1[N:12]=[CH:11][N:10]=[C:9]([NH:13][C:14]2[CH:24]=[CH:23][C:17]([C:18]([OH:20])=[O:19])=[CH:16][CH:15]=2)[CH:8]=1)=[O:5], predict the reactants needed to synthesize it. The reactants are: [Cl:1][C:2]1[CH:28]=[CH:27][CH:26]=[C:25]([Cl:29])[C:3]=1[C:4]([NH:6][C:7]1[N:12]=[CH:11][N:10]=[C:9]([NH:13][C:14]2[CH:24]=[CH:23][C:17]([C:18]([O:20]CC)=[O:19])=[CH:16][CH:15]=2)[CH:8]=1)=[O:5].[Li+].[OH-]. (3) Given the product [CH3:1][O:2][C:3](=[O:33])[C:4]1[CH:9]=[CH:8][CH:7]=[C:6]([NH:10][C:11]([C:13]2[C:14](=[O:32])[NH:15][C:16]3[C:21]([CH:22]=2)=[CH:20][N:19]=[C:18]([NH:23][CH2:24][CH:25]([OH:26])[CH2:29][OH:28])[CH:17]=3)=[O:12])[CH:5]=1, predict the reactants needed to synthesize it. The reactants are: [CH3:1][O:2][C:3](=[O:33])[C:4]1[CH:9]=[CH:8][CH:7]=[C:6]([NH:10][C:11]([C:13]2[C:14](=[O:32])[NH:15][C:16]3[C:21]([CH:22]=2)=[CH:20][N:19]=[C:18]([NH:23][CH2:24][CH:25]2[CH2:29][O:28]C(C)(C)[O:26]2)[CH:17]=3)=[O:12])[CH:5]=1. (4) The reactants are: [F:1][C:2]1[CH:9]=[CH:8][C:5]([CH2:6][NH2:7])=[CH:4][CH:3]=1.[Cl:10][C:11]1[CH:16]=[CH:15][C:14]([C:17]2[N:22]=[C:21]3[C:23](=[O:27])[O:24][C:25](=[O:26])[C:20]3=[N:19][C:18]=2[C:28]2[CH:33]=[CH:32][C:31]([Cl:34])=[CH:30][CH:29]=2)=[CH:13][CH:12]=1. Given the product [Cl:10][C:11]1[CH:12]=[CH:13][C:14]([C:17]2[N:22]=[C:21]([C:23]([NH:7][CH2:6][C:5]3[CH:8]=[CH:9][C:2]([F:1])=[CH:3][CH:4]=3)=[O:27])[C:20]([C:25]([OH:26])=[O:24])=[N:19][C:18]=2[C:28]2[CH:33]=[CH:32][C:31]([Cl:34])=[CH:30][CH:29]=2)=[CH:15][CH:16]=1, predict the reactants needed to synthesize it. (5) Given the product [NH2:17][C:16](=[N:7][NH:6][C:4](=[O:5])[C:3]1[CH:8]=[CH:9][C:10]([O:12][CH3:13])=[CH:11][C:2]=1[F:1])[NH2:18], predict the reactants needed to synthesize it. The reactants are: [F:1][C:2]1[CH:11]=[C:10]([O:12][CH3:13])[CH:9]=[CH:8][C:3]=1[C:4]([NH:6][NH2:7])=[O:5].CS[C:16](=[NH:18])[NH2:17].[OH-].[Na+]. (6) Given the product [Br:8][C:9]1[CH:36]=[CH:35][C:12]([CH2:13][N:14]2[CH:22]=[C:21]3[C:16]([NH:17][C:18](=[O:25])[N:19]([CH3:24])[C:20]3=[O:23])=[N:15]2)=[CH:11][CH:10]=1, predict the reactants needed to synthesize it. The reactants are: C(O)(C(F)(F)F)=O.[Br:8][C:9]1[CH:36]=[CH:35][C:12]([CH2:13][N:14]2[CH:22]=[C:21]3[C:16]([N:17](CC4C=CC(OC)=CC=4)[C:18](=[O:25])[N:19]([CH3:24])[C:20]3=[O:23])=[N:15]2)=[CH:11][CH:10]=1.C(S(O)(=O)=O)(F)(F)F. (7) Given the product [Cl:1][C:2]1[CH:16]=[CH:15][C:5]([CH2:6][NH:7][C:8](=[O:14])[O:9][C:10]([CH3:13])([CH3:12])[CH3:11])=[C:4]([C:17]2[CH:22]=[C:21]([OH:23])[N:20]=[CH:19][N:18]=2)[CH:3]=1, predict the reactants needed to synthesize it. The reactants are: [Cl:1][C:2]1[CH:16]=[CH:15][C:5]([CH2:6][NH:7][C:8](=[O:14])[O:9][C:10]([CH3:13])([CH3:12])[CH3:11])=[C:4]([C:17]2[CH:22]=[C:21]([O:23]C)[N:20]=[CH:19][N:18]=2)[CH:3]=1.Br.